The task is: Predict which catalyst facilitates the given reaction.. This data is from Catalyst prediction with 721,799 reactions and 888 catalyst types from USPTO. (1) Reactant: [OH:1][CH2:2][CH:3]1[CH2:7][CH2:6][NH:5][CH2:4]1.[CH2:8]([O:15][C:16]([NH:18][C:19](=[NH:22])OC)=[O:17])[C:9]1[CH:14]=[CH:13][CH:12]=[CH:11][CH:10]=1. Product: [CH2:8]([O:15][C:16]([NH:18][C:19]([N:5]1[CH2:6][CH2:7][CH:3]([CH2:2][OH:1])[CH2:4]1)=[NH:22])=[O:17])[C:9]1[CH:14]=[CH:13][CH:12]=[CH:11][CH:10]=1. The catalyst class is: 11. (2) Reactant: [Mg].II.Br[C:5]1[CH:10]=[CH:9][C:8]([F:11])=[C:7]([F:12])[C:6]=1[CH3:13].CN(C)[CH:16]=[O:17]. Product: [F:12][C:7]1[C:6]([CH3:13])=[C:5]([CH:10]=[CH:9][C:8]=1[F:11])[CH:16]=[O:17]. The catalyst class is: 7.